Dataset: Reaction yield outcomes from USPTO patents with 853,638 reactions. Task: Predict the reaction yield, written as a fraction of the theoretical maximum amount of product (1.0 means a 100% yield; for example, 0.34 means a 34% yield). (1) The reactants are [Br:1][C:2]1[CH:3]=[C:4]([CH2:11][N:12]2[CH:16]=[N:15][C:14]([C:17](OC)=[O:18])=[N:13]2)[CH:5]=[N:6][C:7]=1[O:8][CH2:9][CH3:10].[Li+].[BH4-].O.[OH-].[Na+]. The catalyst is C1COCC1. The product is [Br:1][C:2]1[CH:3]=[C:4]([CH2:11][N:12]2[CH:16]=[N:15][C:14]([CH2:17][OH:18])=[N:13]2)[CH:5]=[N:6][C:7]=1[O:8][CH2:9][CH3:10]. The yield is 0.870. (2) The reactants are [Na].[Br:2][C:3]1[CH:8]=[C:7]([N+]([O-])=O)[CH:6]=[CH:5][N:4]=1.[CH2:12]([OH:15])[CH2:13][CH3:14]. No catalyst specified. The product is [Br:2][C:3]1[CH:8]=[C:7]([O:15][CH2:12][CH2:13][CH3:14])[CH:6]=[CH:5][N:4]=1. The yield is 0.580. (3) The reactants are [CH3:1][O:2][C:3](=[O:16])[C:4]1[CH:9]=[C:8]([I:10])[C:7]([C:11]([F:14])([F:13])[F:12])=[CH:6][C:5]=1[NH2:15].[C:17](OC(=O)C)(=[O:19])[CH3:18].C(=O)([O-])O.[Na+]. The catalyst is C1(C)C=CC=CC=1.O. The product is [CH3:1][O:2][C:3](=[O:16])[C:4]1[CH:9]=[C:8]([I:10])[C:7]([C:11]([F:13])([F:14])[F:12])=[CH:6][C:5]=1[NH:15][C:17](=[O:19])[CH3:18]. The yield is 0.920. (4) The product is [CH2:13]([S:10][C:7]1[C:5]2[C:4](=[CH:3][CH:2]=[CH:1][CH:6]=2)[NH:9][CH:8]=1)[C:14]1[CH:19]=[CH:18][CH:17]=[CH:16][CH:15]=1. The catalyst is O1CCOCC1. The reactants are [CH:1]1[CH:6]=[C:5]2[C:7]([SH:10])=[CH:8][NH:9][C:4]2=[CH:3][CH:2]=1.[H-].[Na+].[CH2:13](Br)[C:14]1[CH:19]=[CH:18][CH:17]=[CH:16][CH:15]=1.O. The yield is 0.800. (5) The reactants are [Br:1][CH2:2][C:3]([C:5]1[C:6](=[O:16])[O:7][C:8]2[C:13]([CH:14]=1)=[CH:12][CH:11]=[C:10]([F:15])[CH:9]=2)=O.[CH3:17][S:18][C:19]1[C:20]([NH2:25])=[N:21][CH:22]=[CH:23][N:24]=1. The catalyst is CC#N.C(OCC)(=O)C. The product is [BrH:1].[F:15][C:10]1[CH:9]=[C:8]2[C:13]([CH:14]=[C:5]([C:3]3[N:25]=[C:20]4[C:19]([S:18][CH3:17])=[N:24][CH:23]=[CH:22][N:21]4[CH:2]=3)[C:6](=[O:16])[O:7]2)=[CH:12][CH:11]=1. The yield is 0.660. (6) The reactants are C(O[C:6](=[O:25])[NH:7][C:8]1[S:9][C:10]2[C:16]([C:17]3[CH:22]=[CH:21][CH:20]=[CH:19][CH:18]=3)=[CH:15][CH:14]=[C:13]([O:23][CH3:24])[C:11]=2[N:12]=1)(C)(C)C.[NH:26]1[CH2:31][CH2:30][O:29][CH2:28][CH2:27]1. No catalyst specified. The product is [CH3:24][O:23][C:13]1[C:11]2[N:12]=[C:8]([NH:7][C:6]([N:26]3[CH2:31][CH2:30][O:29][CH2:28][CH2:27]3)=[O:25])[S:9][C:10]=2[C:16]([C:17]2[CH:22]=[CH:21][CH:20]=[CH:19][CH:18]=2)=[CH:15][CH:14]=1. The yield is 0.670. (7) The reactants are [F:1][C:2]1[CH:3]=[N:4][CH:5]=[CH:6][C:7]=1[CH2:8][C:9]([C:11]1[C:20]2[C:15](=[CH:16][CH:17]=[CH:18][CH:19]=2)[CH:14]=[CH:13][CH:12]=1)=[O:10].[H-].[Na+].Br[CH2:24][C:25]([O:27][CH2:28][CH3:29])=[O:26].[Cl-].[NH4+].C(=O)(O)[O-].[Na+]. The catalyst is O1CCOCC1.C(OCC)(=O)C. The product is [F:1][C:2]1[CH:3]=[N:4][CH:5]=[CH:6][C:7]=1[CH:8]([C:9]([C:11]1[C:20]2[C:15](=[CH:16][CH:17]=[CH:18][CH:19]=2)[CH:14]=[CH:13][CH:12]=1)=[O:10])[CH2:24][C:25]([O:27][CH2:28][CH3:29])=[O:26]. The yield is 0.530. (8) The product is [NH:6]1[C:10](=[O:11])[CH2:9][CH2:8][C@H:7]1[C:12]([O:14][C:21]([CH3:20])([CH3:22])[CH3:23])=[O:13]. The yield is 0.560. The reactants are Cl(O)(=O)(=O)=O.[NH:6]1[C:10](=[O:11])[CH2:9][CH2:8][C@H:7]1[C:12]([OH:14])=[O:13].C(OC[CH2:20][CH2:21][CH3:22])(=O)C.[C:23](=O)([O-])[O-].[Na+].[Na+]. The catalyst is C(Cl)(Cl)(Cl)Cl.CCOCC. (9) The reactants are Br[C:2]1[CH:33]=[C:32]([F:34])[C:5]([CH2:6][S:7][C:8]2[N:9]([C:25]3[CH:30]=[CH:29][C:28]([F:31])=[CH:27][CH:26]=3)[C:10]([C:13]([C:16]3[CH:21]=[CH:20][C:19]([Cl:22])=[C:18]([O:23][CH3:24])[CH:17]=3)([CH3:15])[CH3:14])=[CH:11][N:12]=2)=[C:4]([F:35])[CH:3]=1.[CH2:36]([OH:39])[C:37]#[CH:38].N1CCCC1. The catalyst is CN(C=O)C.[Cu]I.C1C=CC(P(C2C=CC=CC=2)[C-]2C=CC=C2)=CC=1.C1C=CC(P(C2C=CC=CC=2)[C-]2C=CC=C2)=CC=1.Cl[Pd]Cl.[Fe+2]. The product is [Cl:22][C:19]1[CH:20]=[CH:21][C:16]([C:13]([C:10]2[N:9]([C:25]3[CH:30]=[CH:29][C:28]([F:31])=[CH:27][CH:26]=3)[C:8]([S:7][CH2:6][C:5]3[C:32]([F:34])=[CH:33][C:2]([C:38]#[C:37][CH2:36][OH:39])=[CH:3][C:4]=3[F:35])=[N:12][CH:11]=2)([CH3:15])[CH3:14])=[CH:17][C:18]=1[O:23][CH3:24]. The yield is 0.940. (10) The reactants are [CH2:1]([N:3]1[C:7]([C:8]([OH:10])=O)=[CH:6][C:5]([CH3:11])=[N:4]1)[CH3:2].O1CCCC1.C(Cl)(=O)C(Cl)=O.[NH2:23][C:24]1[CH:25]=[C:26]([CH:43]=[CH:44][C:45]=1[CH3:46])[O:27][C:28]1[CH:29]=[CH:30][C:31]2[N:32]([CH:34]=[C:35]([NH:37][C:38]([CH:40]3[CH2:42][CH2:41]3)=[O:39])[N:36]=2)[N:33]=1. The catalyst is CN(C)C=O.CN(C)C(=O)C. The product is [CH:40]1([C:38]([NH:37][C:35]2[N:36]=[C:31]3[CH:30]=[CH:29][C:28]([O:27][C:26]4[CH:43]=[CH:44][C:45]([CH3:46])=[C:24]([NH:23][C:8]([C:7]5[N:3]([CH2:1][CH3:2])[N:4]=[C:5]([CH3:11])[CH:6]=5)=[O:10])[CH:25]=4)=[N:33][N:32]3[CH:34]=2)=[O:39])[CH2:41][CH2:42]1. The yield is 0.750.